Task: Predict the reactants needed to synthesize the given product.. Dataset: Full USPTO retrosynthesis dataset with 1.9M reactions from patents (1976-2016) (1) Given the product [ClH:24].[ClH:24].[F:1][C:2]([F:35])([F:34])[C:3]1[CH:4]=[C:5]([C:13]([CH3:33])([CH3:32])[C:14]([N:16]([CH3:17])[C:18]2[CH:19]=[N:20][C:21]([N:25]3[CH2:30][CH2:29][N:28]([CH3:31])[CH2:27][CH2:26]3)=[CH:22][C:23]=2[C:37]2[CH:38]=[CH:39][CH:40]=[CH:41][C:36]=2[CH3:42])=[O:15])[CH:6]=[C:7]([C:9]([F:12])([F:11])[F:10])[CH:8]=1, predict the reactants needed to synthesize it. The reactants are: [F:1][C:2]([F:35])([F:34])[C:3]1[CH:4]=[C:5]([C:13]([CH3:33])([CH3:32])[C:14]([N:16]([C:18]2[CH:19]=[N:20][C:21]([N:25]3[CH2:30][CH2:29][N:28]([CH3:31])[CH2:27][CH2:26]3)=[CH:22][C:23]=2[Cl:24])[CH3:17])=[O:15])[CH:6]=[C:7]([C:9]([F:12])([F:11])[F:10])[CH:8]=1.[C:36]1([CH3:42])[CH:41]=[CH:40][CH:39]=[CH:38][CH:37]=1.C(=O)([O-])[O-].[Na+].[Na+].C1(C)C=CC=CC=1OBO. (2) Given the product [CH3:1][C:2]1[CH:7]=[C:6]([C:8]2[O:12][CH:11]=[N:10][CH:9]=2)[N:5]2[N:23]=[CH:24][C:25]([C:26]([N:28]3[CH2:33][C@@H:32]4[CH2:34][C@H:29]3[CH2:30][O:31]4)=[O:27])=[C:4]2[CH:3]=1, predict the reactants needed to synthesize it. The reactants are: [CH3:1][C:2]1[CH:7]=[C:6]([C:8]2[O:12][C:11]([Si](C(C)C)(C(C)C)C(C)C)=[N:10][CH:9]=2)[N:5]2[N:23]=[CH:24][C:25]([C:26]([N:28]3[CH2:33][C@@H:32]4[CH2:34][C@H:29]3[CH2:30][O:31]4)=[O:27])=[C:4]2[CH:3]=1.Cl.[Cl-].[NH4+]. (3) The reactants are: [Cl:1][C:2]1[CH:7]=[CH:6][CH:5]=[CH:4][C:3]=1[N:8]1[C:12]([NH2:13])=[CH:11][C:10]([C:14]([F:17])([F:16])[F:15])=[N:9]1.[I:18][C:19]1[CH:29]=[CH:28][CH:27]=[C:21]2[C:22]([O:24][C:25](=O)[C:20]=12)=[O:23].O. Given the product [Cl:1][C:2]1[CH:7]=[CH:6][CH:5]=[CH:4][C:3]=1[N:8]1[C:12]([N:13]2[C:25](=[O:24])[C:20]3[C:21](=[CH:27][CH:28]=[CH:29][C:19]=3[I:18])[C:22]2=[O:23])=[CH:11][C:10]([C:14]([F:17])([F:15])[F:16])=[N:9]1, predict the reactants needed to synthesize it. (4) The reactants are: [CH3:1][O:2][C:3]1[CH:4]=[C:5]2[C:10](=[CH:11][C:12]=1[O:13][CH3:14])[CH2:9][N:8]([CH2:15][CH2:16][CH2:17][CH2:18][NH:19][C:20](=[O:35])[C:21]1[CH:26]=[C:25]([CH3:27])[CH:24]=[CH:23][C:22]=1[O:28][CH2:29][CH2:30][O:31][CH2:32][CH2:33]O)[CH2:7][CH2:6]2.C(N(S(F)(F)[F:42])CC)C. Given the product [CH3:1][O:2][C:3]1[CH:4]=[C:5]2[C:10](=[CH:11][C:12]=1[O:13][CH3:14])[CH2:9][N:8]([CH2:15][CH2:16][CH2:17][CH2:18][NH:19][C:20](=[O:35])[C:21]1[CH:26]=[C:25]([CH3:27])[CH:24]=[CH:23][C:22]=1[O:28][CH2:29][CH2:30][O:31][CH2:32][CH2:33][F:42])[CH2:7][CH2:6]2, predict the reactants needed to synthesize it. (5) The reactants are: O[O:2][S:3]([O-:5])=O.[K+].[CH3:7][O:8][C:9](=[O:29])[C:10]([CH2:20][C:21]1[CH:26]=[CH:25][CH:24]=[C:23]([C:27]#[N:28])[CH:22]=1)([NH:15][C:16]([O:18][CH3:19])=[O:17])[CH2:11][CH2:12]SC.CO.[CH2:32](Cl)Cl. Given the product [CH3:7][O:8][C:9](=[O:29])[C:10]([CH2:20][C:21]1[CH:26]=[CH:25][CH:24]=[C:23]([C:27]#[N:28])[CH:22]=1)([NH:15][C:16]([O:18][CH3:19])=[O:17])[CH2:11][CH2:12][S:3]([CH3:32])(=[O:5])=[O:2], predict the reactants needed to synthesize it. (6) Given the product [CH2:23]([NH:30][C:2]1[N:7]=[C:6]([NH2:8])[C:5]([C:9]2[NH:13][N:12]=[N:11][N:10]=2)=[CH:4][N:3]=1)[C:24]1[CH:29]=[CH:28][CH:27]=[CH:26][CH:25]=1, predict the reactants needed to synthesize it. The reactants are: Cl[C:2]1[N:7]=[C:6]([NH2:8])[C:5]([C:9]2[NH:13][N:12]=[N:11][N:10]=2)=[CH:4][N:3]=1.CCN(C(C)C)C(C)C.[CH2:23]([NH2:30])[C:24]1[CH:29]=[CH:28][CH:27]=[CH:26][CH:25]=1. (7) Given the product [F:22][C:23]1[CH:28]=[CH:27][CH:26]=[C:25]([F:29])[C:24]=1[NH:30][C:31]1[N:16]([CH:17]2[CH2:21][CH2:20][CH2:19][CH2:18]2)[C:3]2[C:2]([N:1]=1)=[CH:7][N:6]=[C:5]([NH:8][C@H:9]1[CH2:10][CH2:11][C@H:12]([OH:15])[CH2:13][CH2:14]1)[N:4]=2, predict the reactants needed to synthesize it. The reactants are: [NH2:1][C:2]1[C:3]([NH:16][CH:17]2[CH2:21][CH2:20][CH2:19][CH2:18]2)=[N:4][C:5]([NH:8][C@H:9]2[CH2:14][CH2:13][C@H:12]([OH:15])[CH2:11][CH2:10]2)=[N:6][CH:7]=1.[F:22][C:23]1[CH:28]=[CH:27][CH:26]=[C:25]([F:29])[C:24]=1[N:30]=[C:31]=S.C(O)C.CC(N=C=NC(C)C)C. (8) Given the product [CH3:37][N:20]([C:19]1[C:14]2[S:13][CH:12]=[C:11]([C:8]3[CH:7]=[CH:6][C:5]([S:2]([CH3:1])(=[O:4])=[O:3])=[CH:10][CH:9]=3)[C:15]=2[N:16]=[CH:17][N:18]=1)[CH:21]1[CH2:22][CH2:23][N:24]([C:27]([O:29][C:30]([CH3:33])([CH3:32])[CH3:31])=[O:28])[CH2:25][CH2:26]1, predict the reactants needed to synthesize it. The reactants are: [CH3:1][S:2]([C:5]1[CH:10]=[CH:9][C:8]([C:11]2[C:15]3[N:16]=[CH:17][N:18]=[C:19]([NH:20][CH:21]4[CH2:26][CH2:25][N:24]([C:27]([O:29][C:30]([CH3:33])([CH3:32])[CH3:31])=[O:28])[CH2:23][CH2:22]4)[C:14]=3[S:13][CH:12]=2)=[CH:7][CH:6]=1)(=[O:4])=[O:3].[H-].[Na+].I[CH3:37].Cl. (9) Given the product [F:22][CH:21]([F:23])[C:20]([N:18]1[CH2:17][CH2:16][O:15][C@H:14]([CH2:13][O:12][C:10]2[C:9]3[C:4](=[N:5][CH:6]=[CH:7][N:8]=3)[CH:3]=[C:2]([C:34]3[CH:35]=[CH:36][C:37]([N:40]4[CH2:41][CH2:42][NH:43][CH2:44][CH2:45]4)=[CH:38][CH:39]=3)[N:11]=2)[CH2:19]1)=[O:24], predict the reactants needed to synthesize it. The reactants are: Cl[C:2]1[N:11]=[C:10]([O:12][CH2:13][C@@H:14]2[CH2:19][N:18]([C:20](=[O:24])[CH:21]([F:23])[F:22])[CH2:17][CH2:16][O:15]2)[C:9]2[C:4](=[N:5][CH:6]=[CH:7][N:8]=2)[CH:3]=1.Cl.CC1(C)C(C)(C)OB([C:34]2[CH:39]=[CH:38][C:37]([N:40]3[CH2:45][CH2:44][NH:43][CH2:42][CH2:41]3)=[CH:36][CH:35]=2)O1.C([O-])([O-])=O.[Cs+].[Cs+].